Dataset: Full USPTO retrosynthesis dataset with 1.9M reactions from patents (1976-2016). Task: Predict the reactants needed to synthesize the given product. Given the product [O:38]1[C:39]2[CH:44]=[CH:43][C:42]([NH:45][C:2]3[C:11]4=[N:12][NH:13][CH:14]=[C:10]4[C:9]4[CH:8]=[C:7]([O:24][CH3:25])[C:6]([O:26][CH3:27])=[CH:5][C:4]=4[N:3]=3)=[CH:41][C:40]=2[NH:35][CH2:36][CH2:37]1, predict the reactants needed to synthesize it. The reactants are: Cl[C:2]1[C:11]2=[N:12][N:13](CC3C=CC(OC)=CC=3)[CH:14]=[C:10]2[C:9]2[CH:8]=[C:7]([O:24][CH3:25])[C:6]([O:26][CH3:27])=[CH:5][C:4]=2[N:3]=1.C(OC([N:35]1[C:40]2[CH:41]=[C:42]([NH2:45])[CH:43]=[CH:44][C:39]=2[O:38][CH2:37][CH2:36]1)=O)(C)(C)C.Cl.